Dataset: Peptide-MHC class II binding affinity with 134,281 pairs from IEDB. Task: Regression. Given a peptide amino acid sequence and an MHC pseudo amino acid sequence, predict their binding affinity value. This is MHC class II binding data. (1) The peptide sequence is SEAQKAAKPAAAATA. The MHC is HLA-DQA10501-DQB10301 with pseudo-sequence HLA-DQA10501-DQB10301. The binding affinity (normalized) is 0.682. (2) The peptide sequence is INEPTPAAIAYGLDR. The MHC is HLA-DQA10501-DQB10301 with pseudo-sequence HLA-DQA10501-DQB10301. The binding affinity (normalized) is 0.727.